This data is from Forward reaction prediction with 1.9M reactions from USPTO patents (1976-2016). The task is: Predict the product of the given reaction. (1) Given the reactants [F:1][C:2]1[CH:7]=[CH:6][CH:5]=[CH:4][C:3]=1Br.[S:9]1[CH:13]=[CH:12][CH:11]=[C:10]1B(O)O, predict the reaction product. The product is: [F:1][C:2]1[CH:7]=[CH:6][CH:5]=[CH:4][C:3]=1[C:10]1[S:9][CH:13]=[CH:12][CH:11]=1. (2) Given the reactants C(OC([N:8]1[C:16]2[C:11](=[CH:12][C:13]([O:17][CH2:18][CH2:19][CH2:20][CH2:21][N:22]([CH2:25][CH3:26])[CH2:23][CH3:24])=[CH:14][CH:15]=2)[CH:10]=[CH:9]1)=O)(C)(C)C.[OH-].[Na+], predict the reaction product. The product is: [CH2:25]([N:22]([CH2:23][CH3:24])[CH2:21][CH2:20][CH2:19][CH2:18][O:17][C:13]1[CH:12]=[C:11]2[C:16](=[CH:15][CH:14]=1)[NH:8][CH:9]=[CH:10]2)[CH3:26]. (3) The product is: [Cl:1][C:2]1[C:7]([C:8]([Cl:18])=[O:9])=[CH:6][N:5]=[C:4]2[N:11]([CH2:14][CH3:15])[N:12]=[CH:13][C:3]=12. Given the reactants [Cl:1][C:2]1[C:7]([C:8](O)=[O:9])=[CH:6][N:5]=[C:4]2[N:11]([CH2:14][CH3:15])[N:12]=[CH:13][C:3]=12.S(Cl)([Cl:18])=O, predict the reaction product. (4) Given the reactants Cl[C:2]1[C:3](=[O:14])[C:4]2[C:9]([C:10](=[O:13])[C:11]=1Cl)=[CH:8][CH:7]=[CH:6][CH:5]=2.CN1CCN(CC([N:25]2[C:36]3[N:37]=[CH:38][CH:39]=[CH:40][C:35]=3NC(=O)C3C2=CC=CC=3)=O)CC1.Cl.Cl, predict the reaction product. The product is: [CH:38]1[N:37]2[C:11]3[C:10](=[O:13])[C:9]4[CH:8]=[CH:7][CH:6]=[CH:5][C:4]=4[C:3](=[O:14])[C:2]=3[N:25]=[C:36]2[CH:35]=[CH:40][CH:39]=1.